From a dataset of Full USPTO retrosynthesis dataset with 1.9M reactions from patents (1976-2016). Predict the reactants needed to synthesize the given product. (1) Given the product [NH2:1][C:2]([NH:4][C:5]1[S:6][C:7]([C:13]2[CH:18]=[CH:17][CH:16]=[CH:15][C:14]=2[O:19][CH:20]2[CH2:24][CH2:23][NH:22][CH2:21]2)=[CH:8][C:9]=1[C:10]([NH2:12])=[O:11])=[O:3], predict the reactants needed to synthesize it. The reactants are: [NH2:1][C:2]([NH:4][C:5]1[S:6][C:7]([C:13]2[CH:18]=[CH:17][CH:16]=[CH:15][C:14]=2[O:19][CH:20]2[CH2:24][CH2:23][N:22](C(OC(C)(C)C)=O)[CH2:21]2)=[CH:8][C:9]=1[C:10]([NH2:12])=[O:11])=[O:3].FC(F)(F)C(O)=O. (2) The reactants are: [N:1]1[CH:6]=[CH:5][CH:4]=[C:3]([C:7]2[CH:11]=[C:10]([C:12]([F:15])([F:14])[F:13])[N:9]([C:16]3[CH:17]=[CH:18][C:19]([C:22]([OH:24])=O)=[N:20][CH:21]=3)[N:8]=2)[CH:2]=1.[NH2:25][C:26]1[CH:31]=[CH:30][N:29]=[CH:28][CH:27]=1.CN(C)CCCN=C=NCC.O.ON1C2C=CC=CC=2N=N1.C(N(C(C)C)CC)(C)C.C(=O)(O)[O-].[Na+]. Given the product [N:29]1[CH:30]=[CH:31][C:26]([NH:25][C:22]([C:19]2[CH:18]=[CH:17][C:16]([N:9]3[C:10]([C:12]([F:15])([F:13])[F:14])=[CH:11][C:7]([C:3]4[CH:2]=[N:1][CH:6]=[CH:5][CH:4]=4)=[N:8]3)=[CH:21][N:20]=2)=[O:24])=[CH:27][CH:28]=1, predict the reactants needed to synthesize it. (3) Given the product [Br:14][CH2:13][CH2:12][CH2:11][CH2:10][B:1]1[O:22][C:19]([CH3:21])([CH3:20])[C:16]([CH3:18])([CH3:17])[O:15]1, predict the reactants needed to synthesize it. The reactants are: [B:1]1([CH2:10][CH2:11][CH2:12][CH2:13][Br:14])OC2C(=CC=CC=2)O1.[OH:15][C:16]([C:19]([OH:22])([CH3:21])[CH3:20])([CH3:18])[CH3:17]. (4) Given the product [Cl:36][C:37]1[CH:42]=[CH:41][C:40]([C:43]([C:45]2[CH:50]=[CH:49][C:48]([Cl:51])=[CH:47][CH:46]=2)([C:2]2[CH:3]=[C:4]3[C:9](=[CH:10][CH:11]=2)[N:8]=[N:7][CH:6]=[C:5]3[NH:12][CH2:13][CH2:14][C:15]2[CH:20]=[CH:19][CH:18]=[CH:17][CH:16]=2)[OH:44])=[CH:39][CH:38]=1, predict the reactants needed to synthesize it. The reactants are: Br[C:2]1[CH:3]=[C:4]2[C:9](=[CH:10][CH:11]=1)[N:8]=[N:7][CH:6]=[C:5]2[NH:12][CH2:13][CH2:14][C:15]1[CH:20]=[CH:19][CH:18]=[CH:17][CH:16]=1.[Li+].C[Si]([N-][Si](C)(C)C)(C)C.[Li]CCCC.[Cl:36][C:37]1[CH:42]=[CH:41][C:40]([C:43]([C:45]2[CH:50]=[CH:49][C:48]([Cl:51])=[CH:47][CH:46]=2)=[O:44])=[CH:39][CH:38]=1.